From a dataset of Full USPTO retrosynthesis dataset with 1.9M reactions from patents (1976-2016). Predict the reactants needed to synthesize the given product. The reactants are: [C:1]([NH:4][C:5]1[CH:6]=[C:7]([NH:11][C:12]2[C:17]([NH2:18])=[CH:16][CH:15]=[CH:14][N:13]=2)[CH:8]=[CH:9][CH:10]=1)(=[O:3])[CH3:2].[N:19]1[CH:24]=[CH:23][CH:22]=[C:21]([CH2:25][C:26](=O)[C:27](O)=[O:28])[CH:20]=1. Given the product [C:1]([NH:4][C:5]1[CH:6]=[C:7]([N:11]2[C:27](=[O:28])[C:26]([CH2:25][C:21]3[CH:20]=[N:19][CH:24]=[CH:23][CH:22]=3)=[N:18][C:17]3[CH:16]=[CH:15][CH:14]=[N:13][C:12]2=3)[CH:8]=[CH:9][CH:10]=1)(=[O:3])[CH3:2], predict the reactants needed to synthesize it.